From a dataset of Forward reaction prediction with 1.9M reactions from USPTO patents (1976-2016). Predict the product of the given reaction. (1) Given the reactants [C:1]([Si:5]([CH3:13])([CH3:12])[O:6][CH2:7][CH2:8][CH:9]1[CH2:11][O:10]1)([CH3:4])([CH3:3])[CH3:2].C([O:16][C:17](=O)[NH2:18])C.[N+](C1C=CC(C(O)=O)=CC=1)([O-])=O.[H-].[Na+], predict the reaction product. The product is: [C:1]([Si:5]([CH3:12])([CH3:13])[O:6][CH2:7][CH2:8][C@@H:9]1[O:10][C:17](=[O:16])[NH:18][CH2:11]1)([CH3:2])([CH3:3])[CH3:4]. (2) Given the reactants [CH2:1]([C:3]1[CH:18]=[CH:17][C:6]([O:7][C@@H:8]([CH3:16])[CH2:9][CH2:10][O:11]S(C)(=O)=O)=[C:5]([O:19][C:20]2[CH:25]=[CH:24][CH:23]=[CH:22][CH:21]=2)[CH:4]=1)[CH3:2].C([O:28][C:29](=[O:40])[CH2:30][CH2:31][C:32]1[CH:33]=[N:34][C:35](O)=[CH:36][C:37]=1[CH3:38])C.C(=O)([O-])[O-].[Cs+].[Cs+].[OH-].[Na+], predict the reaction product. The product is: [CH2:1]([C:3]1[CH:18]=[CH:17][C:6]([O:7][C@H:8]([CH3:16])[CH2:9][CH2:10][O:11][C:35]2[N:34]=[CH:33][C:32]([CH2:31][CH2:30][C:29]([OH:40])=[O:28])=[C:37]([CH3:38])[CH:36]=2)=[C:5]([O:19][C:20]2[CH:25]=[CH:24][CH:23]=[CH:22][CH:21]=2)[CH:4]=1)[CH3:2].